From a dataset of Forward reaction prediction with 1.9M reactions from USPTO patents (1976-2016). Predict the product of the given reaction. (1) Given the reactants Br[CH:2]([CH:15]([CH3:17])[CH3:16])[CH2:3][N-:4][C:5]1[CH:10]=[C:9]([N+:11]([O-:13])=[O:12])[CH:8]=[CH:7][C:6]=1[OH:14].C(=O)([O-])[O-:19].[K+].[K+].C(OCC)(=O)C.O, predict the reaction product. The product is: [CH:15]([CH:2]1[C:3](=[O:19])[NH:4][C:5]2[CH:10]=[C:9]([N+:11]([O-:13])=[O:12])[CH:8]=[CH:7][C:6]=2[O:14]1)([CH3:17])[CH3:16]. (2) Given the reactants Cl[C:2]1[N:7]=[C:6]([NH:8][S:9]([C:12]2[CH:17]=[CH:16][CH:15]=[CH:14][CH:13]=2)(=[O:11])=[O:10])[CH:5]=[CH:4][CH:3]=1.CC1(C)C(C)(C)OC([C:26]2[CH:38]=[CH:37][C:29]3[N:30]=[C:31]([NH:33]C(=O)C)[S:32][C:28]=3[CH:27]=2)O1.C([O-])([O-])=O.[Na+].[Na+], predict the reaction product. The product is: [NH2:33][C:31]1[S:32][C:28]2[CH:27]=[C:26]([C:2]3[N:7]=[C:6]([NH:8][S:9]([C:12]4[CH:17]=[CH:16][CH:15]=[CH:14][CH:13]=4)(=[O:11])=[O:10])[CH:5]=[CH:4][CH:3]=3)[CH:38]=[CH:37][C:29]=2[N:30]=1. (3) Given the reactants [CH:1]([C:3]1[CH:4]=[CH:5][C:6]([OH:13])=[C:7]([CH:12]=1)C(OC)=O)=O.[CH3:14][O:15][C:16]1[CH:25]=[CH:24][C:19]2[N:20]=[C:21]([NH2:23])[S:22][C:18]=2[CH:17]=1.[P:26]([O-:33])([O:30][CH2:31]C)[O:27][CH2:28]C, predict the reaction product. The product is: [OH:13][C:6]1[CH:7]=[CH:12][C:3]([CH:1]([P:26](=[O:33])([O:30][CH3:31])[O:27][CH3:28])[NH:23][C:21]2[S:22][C:18]3[CH:17]=[C:16]([O:15][CH3:14])[CH:25]=[CH:24][C:19]=3[N:20]=2)=[CH:4][CH:5]=1. (4) The product is: [CH2:50]([O:49][C:47]1[C:46](=[O:52])[N:25]([C:24]2[CH:26]=[CH:27][C:21]([F:20])=[CH:22][CH:23]=2)[CH:30]([C:31]([O:33][CH3:34])=[O:32])[C:29]=1[C:28]([O:36][CH3:37])=[O:35])[CH3:51]. Given the reactants C1(P(C2C=CC=CC=2)C2C=CC=CC=2)C=CC=CC=1.[F:20][C:21]1[CH:27]=[CH:26][C:24]([NH2:25])=[CH:23][CH:22]=1.[C:28]([O:36][CH3:37])(=[O:35])[C:29]#[C:30][C:31]([O:33][CH3:34])=[O:32].C(N(CC)CC)C.Cl[C:46](=[O:52])[C:47]([O:49][CH2:50][CH3:51])=O, predict the reaction product. (5) Given the reactants S(Cl)([Cl:3])=O.[OH:5][C:6]1[CH:18]=[CH:17][C:9]([CH2:10][C@@:11]([NH2:16])([CH3:15])[C:12]([OH:14])=[O:13])=[CH:8][CH:7]=1.[CH3:19]O, predict the reaction product. The product is: [ClH:3].[OH:5][C:6]1[CH:7]=[CH:8][C:9]([CH2:10][C@@:11]([NH2:16])([CH3:15])[C:12]([O:14][CH3:19])=[O:13])=[CH:17][CH:18]=1. (6) The product is: [NH2:11][C:10]1[N:12]=[C:13]([S:14][CH3:15])[N:5]=[C:4]([CH:3]([OH:2])[CH3:7])[N:6]=1. Given the reactants Cl.[OH:2][CH:3]([CH3:7])[C:4](=[NH:6])[NH2:5].[H-].[Na+].[C:10]([N:12]=[C:13](SC)[S:14][CH3:15])#[N:11], predict the reaction product. (7) Given the reactants [NH2:1][C:2]1[CH:11]=[C:10]([C:12]([O:14][CH3:15])=[O:13])[CH:9]=[CH:8][C:3]=1[C:4]([O:6][CH3:7])=[O:5].Cl[C:17](Cl)([O:19]C(=O)OC(Cl)(Cl)Cl)Cl, predict the reaction product. The product is: [CH3:7][O:6][C:4](=[O:5])[C:3]1[CH:8]=[CH:9][C:10]([C:12]([O:14][CH3:15])=[O:13])=[CH:11][C:2]=1[N:1]=[C:17]=[O:19]. (8) The product is: [NH2:34][CH2:33][C:29]1[CH:28]=[C:27]([C:26]2([CH2:37][C:38]3[CH:43]=[CH:42][CH:41]=[CH:40][CH:39]=3)[CH2:35][NH:36][C:24](=[O:44])[CH2:25]2)[CH:32]=[CH:31][CH:30]=1. Given the reactants C(C1(C2C=CC=C(OC)C=2)CNC(=O)C1)C1C=CC=CC=1.CO[C:24](=[O:44])[CH2:25][C:26]([CH2:37][C:38]1[CH:43]=[CH:42][CH:41]=[CH:40][CH:39]=1)([C:35]#[N:36])[C:27]1[CH:32]=[CH:31][CH:30]=[C:29]([C:33]#[N:34])[CH:28]=1, predict the reaction product. (9) Given the reactants [C:1]([C:3]1[CH:4]=[C:5]([B:9]2[O:13][CH2:12][CH2:11]O2)[CH:6]=[CH:7][CH:8]=1)#[N:2].Br[C:15]1C=[CH:19][C:18]([F:21])=[CH:17][C:16]=1COCOC, predict the reaction product. The product is: [F:21][C:18]1[CH:17]=[CH:16][C:15]2[B:9]([C:5]3[CH:4]=[C:3]([CH:8]=[CH:7][CH:6]=3)[C:1]#[N:2])[O:13][CH2:12][C:11]=2[CH:19]=1. (10) Given the reactants ClC(N(C)C)=C(C)C.[N:9]1([C:13]([C:15]2[N:16]=[CH:17][C:18]([O:21][C:22]3[CH:23]=[C:24]([CH:28]=[C:29]([O:31][C@@H:32]([CH3:36])[CH2:33][O:34][CH3:35])[CH:30]=3)[C:25]([OH:27])=O)=[N:19][CH:20]=2)=[O:14])[CH2:12][CH2:11][CH2:10]1.[NH2:37][C:38]1[CH:43]=[CH:42][CH:41]=[CH:40][N:39]=1.N1C=CC=CC=1, predict the reaction product. The product is: [N:9]1([C:13]([C:15]2[N:16]=[CH:17][C:18]([O:21][C:22]3[CH:23]=[C:24]([CH:28]=[C:29]([O:31][C@@H:32]([CH3:36])[CH2:33][O:34][CH3:35])[CH:30]=3)[C:25]([NH:37][C:38]3[CH:43]=[CH:42][CH:41]=[CH:40][N:39]=3)=[O:27])=[N:19][CH:20]=2)=[O:14])[CH2:12][CH2:11][CH2:10]1.